From a dataset of NCI-60 drug combinations with 297,098 pairs across 59 cell lines. Regression. Given two drug SMILES strings and cell line genomic features, predict the synergy score measuring deviation from expected non-interaction effect. (1) Drug 1: C1CN(P(=O)(OC1)NCCCl)CCCl. Drug 2: CCC1(C2=C(COC1=O)C(=O)N3CC4=CC5=C(C=CC(=C5CN(C)C)O)N=C4C3=C2)O.Cl. Cell line: K-562. Synergy scores: CSS=33.0, Synergy_ZIP=-2.82, Synergy_Bliss=-10.9, Synergy_Loewe=-86.7, Synergy_HSA=-17.2. (2) Drug 1: CC(CN1CC(=O)NC(=O)C1)N2CC(=O)NC(=O)C2. Drug 2: CC1=C(C(=O)C2=C(C1=O)N3CC4C(C3(C2COC(=O)N)OC)N4)N. Cell line: SF-539. Synergy scores: CSS=9.20, Synergy_ZIP=-15.7, Synergy_Bliss=-18.5, Synergy_Loewe=-23.0, Synergy_HSA=-16.7.